Dataset: Forward reaction prediction with 1.9M reactions from USPTO patents (1976-2016). Task: Predict the product of the given reaction. (1) Given the reactants [OH:1][C:2]1[CH:26]=[CH:25][C:5]([C:6]([NH:8][CH2:9][C@H:10]([N:15]2[CH2:20][CH2:19][N:18]([S:21]([CH3:24])(=[O:23])=[O:22])[CH2:17][CH2:16]2)[C:11]([O:13][CH3:14])=[O:12])=[O:7])=[CH:4][CH:3]=1.[C:27]([Si:31]([O:34][CH2:35][C:36]#[C:37][CH2:38]Cl)([CH3:33])[CH3:32])([CH3:30])([CH3:29])[CH3:28], predict the reaction product. The product is: [Si:31]([O:34][CH2:35][C:36]#[C:37][CH2:38][O:1][C:2]1[CH:26]=[CH:25][C:5]([C:6]([NH:8][CH2:9][C@H:10]([N:15]2[CH2:16][CH2:17][N:18]([S:21]([CH3:24])(=[O:23])=[O:22])[CH2:19][CH2:20]2)[C:11]([O:13][CH3:14])=[O:12])=[O:7])=[CH:4][CH:3]=1)([C:27]([CH3:28])([CH3:29])[CH3:30])([CH3:32])[CH3:33]. (2) Given the reactants [CH3:1][N:2]1[C:6]2=[N:7][CH:8]=[C:9]([C:11](O)=[O:12])[CH:10]=[C:5]2[N:4]=[C:3]1[NH:14][C:15]1[S:16][C:17]2[CH:23]=[C:22]([O:24][C:25]([F:28])([F:27])[F:26])[CH:21]=[CH:20][C:18]=2[N:19]=1.[CH3:29][O:30][CH2:31][CH2:32][NH2:33].CN(C(ON1N=NC2C=CC=CC1=2)=[N+](C)C)C.F[P-](F)(F)(F)(F)F.CCN(C(C)C)C(C)C, predict the reaction product. The product is: [CH3:29][O:30][CH2:31][CH2:32][NH:33][C:11]([C:9]1[CH:10]=[C:5]2[N:4]=[C:3]([NH:14][C:15]3[S:16][C:17]4[CH:23]=[C:22]([O:24][C:25]([F:26])([F:27])[F:28])[CH:21]=[CH:20][C:18]=4[N:19]=3)[N:2]([CH3:1])[C:6]2=[N:7][CH:8]=1)=[O:12]. (3) Given the reactants [CH3:1][N:2]1[CH2:7][CH2:6][CH2:5][C:4]([CH2:9][OH:10])([CH3:8])[CH2:3]1.[H-].[Na+].F[C:14]1[CH:15]=[C:16]([CH:19]=[CH:20][CH:21]=1)[C:17]#[N:18], predict the reaction product. The product is: [CH3:1][N:2]1[CH2:7][CH2:6][CH2:5][C:4]([CH2:9][O:10][C:14]2[CH:15]=[C:16]([CH:19]=[CH:20][CH:21]=2)[C:17]#[N:18])([CH3:8])[CH2:3]1. (4) Given the reactants [Br:1][C:2]1[CH:10]=[CH:9][C:5]([C:6]([OH:8])=[O:7])=[CH:4][C:3]=1[N+:11]([O-:13])=[O:12].S(=O)(=O)(O)O.[C:19](OCC)(=O)C.O, predict the reaction product. The product is: [CH3:19][O:7][C:6](=[O:8])[C:5]1[CH:9]=[CH:10][C:2]([Br:1])=[C:3]([N+:11]([O-:13])=[O:12])[CH:4]=1. (5) Given the reactants [OH:1][C:2]1[CH:3]=[C:4]([CH:18]=[C:19]([O:21][CH:22]([CH3:24])[CH3:23])[CH:20]=1)[C:5]([NH:7][C:8]1[N:13]=[CH:12][C:11]([C:14]([O:16][CH3:17])=[O:15])=[CH:10][CH:9]=1)=[O:6].C1(P(C2C=CC=CC=2)C2C=CC=CC=2)C=CC=CC=1.[CH2:44](O)[CH:45]([CH3:47])[CH3:46].CC(OC(/N=N/C(OC(C)C)=O)=O)C, predict the reaction product. The product is: [CH2:44]([O:1][C:2]1[CH:3]=[C:4]([CH:18]=[C:19]([O:21][CH:22]([CH3:24])[CH3:23])[CH:20]=1)[C:5]([NH:7][C:8]1[N:13]=[CH:12][C:11]([C:14]([O:16][CH3:17])=[O:15])=[CH:10][CH:9]=1)=[O:6])[CH:45]([CH3:47])[CH3:46]. (6) Given the reactants [CH:1]1[C:10]2[C:5](=[C:6]([CH:11]([CH3:17])[C:12]([O:14]CC)=[O:13])[CH:7]=[CH:8][CH:9]=2)[CH:4]=[CH:3][N:2]=1.Cl, predict the reaction product. The product is: [CH:1]1[C:10]2[C:5](=[C:6]([CH:11]([CH3:17])[C:12]([OH:14])=[O:13])[CH:7]=[CH:8][CH:9]=2)[CH:4]=[CH:3][N:2]=1. (7) The product is: [OH:3][CH:4]1[CH:9]([OH:10])[CH:8]([OH:11])[CH:7]([OH:13])[O:6][CH:5]1[CH2:16][O:17][C:19](=[O:42])[CH2:20][CH2:21][CH2:22][CH2:23][CH2:24][CH2:25][CH2:26][CH2:27][C:28]#[C:29][C:30]#[C:31][CH2:32][CH2:33][CH2:34][CH2:35][CH2:36][CH2:37][CH2:38][CH2:39][CH2:40][CH3:41]. Given the reactants CC1(C)[O:10][C@H:9]2[C@H:4]([C@@H:5]([CH2:16][OH:17])[O:6][C@@H:7]3[O:13]C(C)(C)[O:11][C@@H:8]32)[O:3]1.[C:19](O)(=[O:42])[CH2:20][CH2:21][CH2:22][CH2:23][CH2:24][CH2:25][CH2:26][CH2:27][C:28]#[C:29][C:30]#[C:31][CH2:32][CH2:33][CH2:34][CH2:35][CH2:36][CH2:37][CH2:38][CH2:39][CH2:40][CH3:41].C(N=C=NCCCN(C)C)C, predict the reaction product. (8) Given the reactants [C:1]([NH:4][C:5]1[CH:10]=[CH:9][C:8]([CH2:11][C:12]([OH:14])=O)=[CH:7][CH:6]=1)(=[O:3])[CH3:2].C(O[C:19](=O)[CH3:20])(=O)C.[C:22](=[O:24])=O, predict the reaction product. The product is: [O:24]=[C:22]1[C:19]2[C:20](=[CH:10][CH:5]=[CH:6][CH:7]=2)[C:12](=[O:14])[CH:11]1[C:8]1[CH:7]=[CH:6][C:5]([NH:4][C:1](=[O:3])[CH3:2])=[CH:10][CH:9]=1.